From a dataset of Reaction yield outcomes from USPTO patents with 853,638 reactions. Predict the reaction yield, written as a fraction of the theoretical maximum amount of product (1.0 means a 100% yield; for example, 0.34 means a 34% yield). The catalyst is C1COCC1. The reactants are N[C:2]1[CH:7]=[CH:6][C:5]([OH:8])=[CH:4][CH:3]=1.[C:9]([O:13][C:14]([O:16]C(OC(C)(C)C)=O)=O)([CH3:12])([CH3:11])[CH3:10].C([N:27](C(C)C)CC)(C)C. The yield is 0.960. The product is [C:14]([C:2]1[CH:7]=[CH:6][C:5]([OH:8])=[C:4]([NH2:27])[CH:3]=1)([O:13][C:9]([CH3:12])([CH3:11])[CH3:10])=[O:16].